From a dataset of Reaction yield outcomes from USPTO patents with 853,638 reactions. Predict the reaction yield, written as a fraction of the theoretical maximum amount of product (1.0 means a 100% yield; for example, 0.34 means a 34% yield). (1) The reactants are [Br:1][CH2:2][CH2:3][CH2:4][CH2:5][CH2:6][C:7]([CH3:11])([CH3:10])[CH2:8][OH:9].[O:12]1[CH:17]=[CH:16][CH2:15][CH2:14][CH2:13]1. The catalyst is ClCCl.C1(C)C=CC(S(O)(=O)=O)=CC=1. The product is [Br:1][CH2:2][CH2:3][CH2:4][CH2:5][CH2:6][C:7]([CH3:11])([CH3:10])[CH2:8][O:9][CH:13]1[CH2:14][CH2:15][CH2:16][CH2:17][O:12]1. The yield is 0.480. (2) The reactants are [CH3:1][O:2][C:3]1[CH:4]=[C:5]2[C:9](=[CH:10][C:11]=1[O:12][CH3:13])[CH2:8][N:7]([C:14]1[C:15]([CH3:34])=[C:16]([CH3:33])[C:17]3[O:21][C:20]([CH3:23])([CH3:22])[CH:19]([C:24]4[CH:29]=[CH:28][C:27]([CH3:30])=[CH:26][CH:25]=4)[C:18]=3[C:31]=1[CH3:32])[CH2:6]2.C(Cl)(Cl)[Cl:36]. No catalyst specified. The product is [ClH:36].[CH3:1][O:2][C:3]1[CH:4]=[C:5]2[C:9](=[CH:10][C:11]=1[O:12][CH3:13])[CH2:8][N:7]([C:14]1[C:15]([CH3:34])=[C:16]([CH3:33])[C:17]3[O:21][C:20]([CH3:23])([CH3:22])[CH:19]([C:24]4[CH:25]=[CH:26][C:27]([CH3:30])=[CH:28][CH:29]=4)[C:18]=3[C:31]=1[CH3:32])[CH2:6]2. The yield is 0.610. (3) The reactants are [Cl:1][C:2]1[CH:13]=[CH:12][C:5]2[NH:6][C:7](=[O:11])[O:8][C:9](=[O:10])[C:4]=2[CH:3]=1.[H-].[Na+].[CH2:16](Br)[C:17]1[CH:22]=[CH:21][CH:20]=[CH:19][CH:18]=1. The catalyst is CN(C=O)C. The product is [CH2:16]([N:6]1[C:5]2[CH:12]=[CH:13][C:2]([Cl:1])=[CH:3][C:4]=2[C:9](=[O:10])[O:8][C:7]1=[O:11])[C:17]1[CH:22]=[CH:21][CH:20]=[CH:19][CH:18]=1. The yield is 0.900. (4) The reactants are [H-].[Na+].[CH3:3][O:4][C:5]1[CH:12]=[CH:11][C:8]([CH2:9][OH:10])=[CH:7][CH:6]=1.C1OCCOCCOCCOCCOC1.[Cl:28][C:29]1[CH:38]=[C:37](Cl)[C:36]2[C:31](=[C:32]([Cl:42])[C:33]([O:40][CH3:41])=[CH:34][CH:35]=2)[N:30]=1. The catalyst is CN(C=O)C.O. The product is [Cl:28][C:29]1[CH:38]=[C:37]([O:10][CH2:9][C:8]2[CH:11]=[CH:12][C:5]([O:4][CH3:3])=[CH:6][CH:7]=2)[C:36]2[C:31](=[C:32]([Cl:42])[C:33]([O:40][CH3:41])=[CH:34][CH:35]=2)[N:30]=1. The yield is 0.380. (5) The reactants are Cl.[F:2][C@@H:3]1[CH2:7][CH2:6][NH:5][CH2:4]1.C(=O)([O-])[O-].[K+].[K+].Br[CH2:15][CH2:16][O:17][C:18]1[CH:19]=[N:20][C:21]2[C:26]([CH:27]=1)=[N:25][CH:24]=[CH:23][C:22]=2[Cl:28].[I-].[Na+]. The catalyst is CN(C=O)C. The product is [Cl:28][C:22]1[CH:23]=[CH:24][N:25]=[C:26]2[C:21]=1[N:20]=[CH:19][C:18]([O:17][CH2:16][CH2:15][N:5]1[CH2:6][CH2:7][C@@H:3]([F:2])[CH2:4]1)=[CH:27]2. The yield is 0.540. (6) The reactants are C1(P(C2C=CC=CC=2)C2C=CC=CC=2)C=CC=CC=1.[Cl:20][C:21]1[CH:22]=[CH:23][C:24]([S:46]([CH2:49][CH3:50])(=[O:48])=[O:47])=[C:25]([CH2:27][N:28]2[C:37](=[O:38])[C:36]3[C:31](=[CH:32][C:33]([CH2:43]O)=[C:34]([C:39]([F:42])([F:41])[F:40])[CH:35]=3)[NH:30][C:29]2=[O:45])[CH:26]=1.C(Br)(Br)(Br)[Br:52]. The catalyst is C1COCC1. The product is [Br:52][CH2:43][C:33]1[CH:32]=[C:31]2[C:36]([C:37](=[O:38])[N:28]([CH2:27][C:25]3[CH:26]=[C:21]([Cl:20])[CH:22]=[CH:23][C:24]=3[S:46]([CH2:49][CH3:50])(=[O:48])=[O:47])[C:29](=[O:45])[NH:30]2)=[CH:35][C:34]=1[C:39]([F:42])([F:41])[F:40]. The yield is 0.880. (7) The reactants are [CH3:1][C:2]1([C:21]([OH:23])=O)[CH2:17][C:10]2([N+:18]([O-:20])=[O:19])[C:11]3[C:16]([CH:3]1[C:4]1[C:9]2=[CH:8][CH:7]=[CH:6][CH:5]=1)=[CH:15][CH:14]=[CH:13][CH:12]=3.ON1C2C=CC=CC=2N=N1.C(N(C(C)C)C(C)C)C.CCN=C=NCCCN(C)C.[C:54]1([C:64]2[NH:68][N:67]=[C:66]([NH2:69])[N:65]=2)[C:63]2[C:58](=[CH:59][CH:60]=[CH:61][CH:62]=2)[CH:57]=[CH:56][CH:55]=1. The catalyst is C(#N)C. The product is [CH3:1][C:2]1([C:21]([N:67]2[C:66]([NH2:69])=[N:65][C:64]([C:54]3[C:63]4[C:58](=[CH:59][CH:60]=[CH:61][CH:62]=4)[CH:57]=[CH:56][CH:55]=3)=[N:68]2)=[O:23])[CH2:17][C:10]2([N+:18]([O-:20])=[O:19])[C:11]3[C:16]([CH:3]1[C:4]1[C:9]2=[CH:8][CH:7]=[CH:6][CH:5]=1)=[CH:15][CH:14]=[CH:13][CH:12]=3. The yield is 0.940. (8) The reactants are [Cl:1][C:2]1[CH:10]=[CH:9][C:8]2[NH:7][C:6]3[CH2:11][CH2:12][N:13]([CH3:15])[CH2:14][C:5]=3[C:4]=2[CH:3]=1.[OH-].[K+].Br[CH2:19][CH2:20][C:21]1[CH:26]=[CH:25][C:24]([O:27][CH3:28])=[CH:23][CH:22]=1. The catalyst is CN1CCCC1=O.O. The product is [Cl:1][C:2]1[CH:10]=[CH:9][C:8]2[N:7]([CH2:19][CH2:20][C:21]3[CH:26]=[CH:25][C:24]([O:27][CH3:28])=[CH:23][CH:22]=3)[C:6]3[CH2:11][CH2:12][N:13]([CH3:15])[CH2:14][C:5]=3[C:4]=2[CH:3]=1. The yield is 0.0600. (9) The reactants are Cl.[Br:2][C:3]1[CH:4]=[CH:5][C:6]([O:13][CH:14]2[CH2:18][CH2:17][CH2:16][CH2:15]2)=[C:7]([NH:9]C(=O)C)[CH:8]=1.[OH-].[Na+]. The catalyst is C(O)C. The product is [Br:2][C:3]1[CH:4]=[CH:5][C:6]([O:13][CH:14]2[CH2:18][CH2:17][CH2:16][CH2:15]2)=[C:7]([CH:8]=1)[NH2:9]. The yield is 1.00.